This data is from Forward reaction prediction with 1.9M reactions from USPTO patents (1976-2016). The task is: Predict the product of the given reaction. (1) Given the reactants [CH:1]1([C:5]2[C:13]([C:14]3[NH:15][C:16]([CH2:19][CH3:20])=[CH:17][N:18]=3)=[CH:12][C:8]([C:9]([OH:11])=O)=[C:7]([CH3:21])[CH:6]=2)[CH2:4][CH2:3][CH2:2]1.Cl.[NH:23]1[CH2:28][CH2:27][CH:26]([C:29]2[CH:36]=[CH:35][C:32]([C:33]#[N:34])=[CH:31][CH:30]=2)[CH2:25][CH2:24]1.CCN=C=NCCCN(C)C.Cl, predict the reaction product. The product is: [CH:1]1([C:5]2[C:13]([C:14]3[NH:15][C:16]([CH2:19][CH3:20])=[CH:17][N:18]=3)=[CH:12][C:8]([C:9]([N:23]3[CH2:28][CH2:27][CH:26]([C:29]4[CH:36]=[CH:35][C:32]([C:33]#[N:34])=[CH:31][CH:30]=4)[CH2:25][CH2:24]3)=[O:11])=[C:7]([CH3:21])[CH:6]=2)[CH2:4][CH2:3][CH2:2]1. (2) Given the reactants [Br:1][C:2]1[CH:11]=[C:10]2[C:5]([C:6]([OH:20])=[C:7]([C:13]([NH:15][CH2:16][C:17]([OH:19])=[O:18])=[O:14])[C:8](=[O:12])[O:9]2)=[CH:4][CH:3]=1.S(Cl)(Cl)=O.[CH2:25](O)[CH3:26], predict the reaction product. The product is: [CH2:25]([O:18][C:17](=[O:19])[CH2:16][NH:15][C:13]([C:7]1[C:8](=[O:12])[O:9][C:10]2[C:5]([C:6]=1[OH:20])=[CH:4][CH:3]=[C:2]([Br:1])[CH:11]=2)=[O:14])[CH3:26]. (3) Given the reactants S(O)(O)(=O)=O.[CH3:6][S:7][C:8](=[NH:10])[NH2:9].[CH3:6][S:7][C:8](=[NH:10])[NH2:9].[O-]CC.[Na+].[C:20]([O:24][C:25]([N:27]1[CH2:31][C:30](=O)[C:29](=[CH:33]N(C)C)[CH2:28]1)=[O:26])([CH3:23])([CH3:22])[CH3:21], predict the reaction product. The product is: [CH3:6][S:7][C:8]1[N:9]=[CH:33][C:29]2[CH2:28][N:27]([C:25]([O:24][C:20]([CH3:23])([CH3:22])[CH3:21])=[O:26])[CH2:31][C:30]=2[N:10]=1.